From a dataset of Forward reaction prediction with 1.9M reactions from USPTO patents (1976-2016). Predict the product of the given reaction. Given the reactants [NH2:1][C@H:2]([C:4]([OH:6])=[O:5])[CH3:3].[OH-].[Na+].CC(C)=O.[F:13][C:14]1[CH:19]=[CH:18][C:17]([NH:20][C:21]([C:23]2[CH:24]=[C:25]([S:29](Cl)(=[O:31])=[O:30])[CH:26]=[CH:27][CH:28]=2)=[O:22])=[CH:16][C:15]=1[CH3:33].CCN(C(C)C)C(C)C, predict the reaction product. The product is: [F:13][C:14]1[CH:19]=[CH:18][C:17]([NH:20][C:21]([C:23]2[CH:24]=[C:25]([S:29]([NH:1][C@@H:2]([CH3:3])[C:4]([OH:6])=[O:5])(=[O:31])=[O:30])[CH:26]=[CH:27][CH:28]=2)=[O:22])=[CH:16][C:15]=1[CH3:33].